From a dataset of Catalyst prediction with 721,799 reactions and 888 catalyst types from USPTO. Predict which catalyst facilitates the given reaction. (1) Reactant: [CH2:1]([OH:7])[CH2:2][O:3][CH2:4][CH2:5][OH:6].C(N(CC)C(C)C)(C)C.[C:17](O)(=[O:39])[CH2:18][CH2:19][CH2:20][CH2:21][CH2:22][CH2:23][CH2:24][CH2:25][CH2:26][CH2:27][CH2:28][CH2:29][CH2:30][CH2:31][CH2:32][CH2:33][CH2:34][CH2:35][CH2:36][CH2:37][CH3:38].O. Product: [C:17]([O:7][CH2:1][CH2:2][O:3][CH2:4][CH2:5][OH:6])(=[O:39])[CH2:18][CH2:19][CH2:20][CH2:21][CH2:22][CH2:23][CH2:24][CH2:25][CH2:26][CH2:27][CH2:28][CH2:29][CH2:30][CH2:31][CH2:32][CH2:33][CH2:34][CH2:35][CH2:36][CH2:37][CH3:38]. The catalyst class is: 4. (2) Reactant: C([O:3][C:4](=[O:29])[CH:5]([NH:13][C:14](=[O:28])[C:15]1[CH:20]=[CH:19][C:18]([NH:21][C:22]2[N:27]=[CH:26][CH:25]=[CH:24][N:23]=2)=[CH:17][CH:16]=1)[CH2:6][CH2:7][C:8]([O:10]CC)=[O:9])C.CO.[OH-].[Na+]. Product: [N:23]1[CH:24]=[CH:25][CH:26]=[N:27][C:22]=1[NH:21][C:18]1[CH:17]=[CH:16][C:15]([C:14]([NH:13][C@H:5]([C:4]([OH:29])=[O:3])[CH2:6][CH2:7][C:8]([OH:10])=[O:9])=[O:28])=[CH:20][CH:19]=1. The catalyst class is: 1.